Predict which catalyst facilitates the given reaction. From a dataset of Catalyst prediction with 721,799 reactions and 888 catalyst types from USPTO. (1) Reactant: Cl[CH:2]([C:14]1[CH:19]=[CH:18][CH:17]=[CH:16][CH:15]=1)[C:3]([C:5]1[C:13]2[C:8](=[CH:9][CH:10]=[CH:11][CH:12]=2)[NH:7][CH:6]=1)=[O:4].[F:20][C:21]1[CH:22]=[C:23]([CH:25]=[C:26]([F:28])[CH:27]=1)[NH2:24].CCN(C(C)C)C(C)C. Product: [F:20][C:21]1[CH:22]=[C:23]([NH:24][CH:2]([C:14]2[CH:19]=[CH:18][CH:17]=[CH:16][CH:15]=2)[C:3]([C:5]2[C:13]3[C:8](=[CH:9][CH:10]=[CH:11][CH:12]=3)[NH:7][CH:6]=2)=[O:4])[CH:25]=[C:26]([F:28])[CH:27]=1. The catalyst class is: 8. (2) Reactant: [CH:1]([C:5]1[CH:6]=[C:7]([NH2:14])[C:8]([O:12][CH3:13])=[C:9]([NH2:11])[CH:10]=1)([CH2:3][CH3:4])[CH3:2].N1C=CC=CC=1.[CH3:21][S:22](Cl)(=[O:24])=[O:23]. Product: [NH2:14][C:7]1[C:8]([O:12][CH3:13])=[C:9]([NH:11][S:22]([CH3:21])(=[O:24])=[O:23])[CH:10]=[C:5]([CH:1]([CH2:3][CH3:4])[CH3:2])[CH:6]=1. The catalyst class is: 4.